Regression. Given a target protein amino acid sequence and a drug SMILES string, predict the binding affinity score between them. We predict pIC50 (pIC50 = -log10(IC50 in M); higher means more potent). Dataset: bindingdb_ic50. From a dataset of Drug-target binding data from BindingDB using IC50 measurements. The compound is O=C(Nc1cccc(-c2ccccc2)c1)SC1CCCCC1. The target protein (Q8R431) has sequence MPEASSPRRTPQNVPYQDLPHLVNADGQYLFCRYWKPSGTPKALIFVSHGAGEHCGRYDELAQMLKRLDMLVFAHDHVGHGQSEGERMVVSDFQVFVRDLLQHVNTVQKDYPEVPVFLLGHSMGGAISILAAAERPTHFSGMILISPLILANPESASTLKVLAAKLLNFVLPNISLGRIDSSVLSRNKSEVDLYNSDPLICHAGVKVCFGIQLLNAVSRVERAMPRLTLPFLLLQGSADRLCDSKGAYLLMESSPSQDKTLKMYEGAYHVLHKELPEVTNSVLHEINTWVSHRIAVAGARCLP. The pIC50 is 3.5.